Dataset: Reaction yield outcomes from USPTO patents with 853,638 reactions. Task: Predict the reaction yield, written as a fraction of the theoretical maximum amount of product (1.0 means a 100% yield; for example, 0.34 means a 34% yield). (1) The reactants are [NH2:1][C:2]1[N:7]=[CH:6][N:5]=[C:4]2[N:8]([CH:32]3[CH2:37][CH2:36][N:35]([CH2:38][C:39]4[N:40]=[C:41]([CH3:44])[NH:42][CH:43]=4)[CH2:34][CH2:33]3)[N:9]=[C:10]([C:11]3[CH:16]=[CH:15][C:14]([NH:17][C:18]([C:20]4[N:21]([CH3:29])[C:22]5[C:27]([CH:28]=4)=[CH:26][CH:25]=[CH:24][CH:23]=5)=[O:19])=[C:13]([O:30][CH3:31])[CH:12]=3)[C:3]=12.[C:45]([OH:52])(=[O:51])/[CH:46]=[CH:47]\[C:48]([OH:50])=[O:49]. The catalyst is C(OCC)(=O)C.C(O)C. The product is [C:45]([OH:52])(=[O:51])/[CH:46]=[CH:47]\[C:48]([OH:50])=[O:49].[C:45]([OH:52])(=[O:51])/[CH:46]=[CH:47]\[C:48]([OH:50])=[O:49].[NH2:1][C:2]1[N:7]=[CH:6][N:5]=[C:4]2[N:8]([CH:32]3[CH2:37][CH2:36][N:35]([CH2:38][C:39]4[N:40]=[C:41]([CH3:44])[NH:42][CH:43]=4)[CH2:34][CH2:33]3)[N:9]=[C:10]([C:11]3[CH:16]=[CH:15][C:14]([NH:17][C:18]([C:20]4[N:21]([CH3:29])[C:22]5[C:27]([CH:28]=4)=[CH:26][CH:25]=[CH:24][CH:23]=5)=[O:19])=[C:13]([O:30][CH3:31])[CH:12]=3)[C:3]=12. The yield is 0.870. (2) The reactants are [CH3:1][O:2][C:3]([C:5]1[CH:10]=[CH:9][CH:8]=[CH:7][C:6]=1B(O)O)=[O:4].Br[C:15]1[CH:20]=[C:19]([F:21])[CH:18]=[CH:17][C:16]=1[N+:22]([O-:24])=[O:23].C(O)C.C(=O)([O-])[O-].[Na+].[Na+]. The catalyst is ClCCl.C(O[Pd]OC(=O)C)(=O)C.C1(P(C2CCCCC2)C2C=CC=CC=2C2C(OC)=CC=CC=2OC)CCCCC1. The product is [F:21][C:19]1[CH:18]=[CH:17][C:16]([N+:22]([O-:24])=[O:23])=[C:15]([C:6]2[C:5]([C:3]([O:2][CH3:1])=[O:4])=[CH:10][CH:9]=[CH:8][CH:7]=2)[CH:20]=1. The yield is 0.566. (3) The reactants are Cl[C:2]1[N:3]([CH2:10][C:11]2([CH3:30])[O:15][C:14](=[O:16])[N:13]([C:17]3[CH:18]=[C:19]([C:24]4[CH:29]=[CH:28][CH:27]=[CH:26][CH:25]=4)[CH:20]=[CH:21][C:22]=3[OH:23])[CH2:12]2)[CH:4]=[C:5]([N+:7]([O-:9])=[O:8])[N:6]=1.[H-].[Na+]. The catalyst is CN(C=O)C. The product is [CH3:30][C:11]1([CH2:12][N:13]2[C:17]3[CH:18]=[C:19]([C:24]4[CH:25]=[CH:26][CH:27]=[CH:28][CH:29]=4)[CH:20]=[CH:21][C:22]=3[O:23][C:14]2=[O:16])[O:15][C:2]2=[N:6][C:5]([N+:7]([O-:9])=[O:8])=[CH:4][N:3]2[CH2:10]1. The yield is 0.150. (4) The reactants are [CH2:1]([N:8]1[CH2:12][CH2:11][C@H:10]([NH:13][C:14]2[CH:19]=[CH:18][C:17]([F:20])=[CH:16][C:15]=2[F:21])[CH2:9]1)[C:2]1[CH:7]=[CH:6][CH:5]=[CH:4][CH:3]=1.[C:22](Cl)(=[O:26])[CH:23]([CH3:25])[CH3:24]. The catalyst is CN(C1C=CN=CC=1)C.N1C=CC=CC=1. The product is [CH2:1]([N:8]1[CH2:12][CH2:11][C@H:10]([N:13]([C:22](=[O:26])[CH:23]([CH3:25])[CH3:24])[C:14]2[CH:19]=[CH:18][C:17]([F:20])=[CH:16][C:15]=2[F:21])[CH2:9]1)[C:2]1[CH:7]=[CH:6][CH:5]=[CH:4][CH:3]=1. The yield is 0.860. (5) The reactants are [N:1]1[CH:6]=[CH:5][CH:4]=[C:3]([CH:7]=[C:8]2[C:13](=[O:14])[CH:12]3[CH2:15][CH2:16][N:9]2[CH2:10][CH2:11]3)[CH:2]=1.Cl. The catalyst is CO.[Pd]. The product is [N:1]1[CH:6]=[CH:5][CH:4]=[C:3]([CH2:7][CH:8]2[C:13](=[O:14])[CH:12]3[CH2:11][CH2:10][N:9]2[CH2:16][CH2:15]3)[CH:2]=1. The yield is 0.710.